From a dataset of Forward reaction prediction with 1.9M reactions from USPTO patents (1976-2016). Predict the product of the given reaction. (1) Given the reactants [CH3:1][C:2]([N+:16]([O-])=O)([CH3:15])[CH2:3][CH2:4][N:5]1[C:9]2[CH:10]=[CH:11][CH:12]=[CH:13][C:8]=2[O:7][C:6]1=[O:14], predict the reaction product. The product is: [NH2:16][C:2]([CH3:15])([CH3:1])[CH2:3][CH2:4][N:5]1[C:9]2[CH:10]=[CH:11][CH:12]=[CH:13][C:8]=2[O:7][C:6]1=[O:14]. (2) Given the reactants [CH2:1]([O:8][C:9]1[CH:10]=[C:11]([CH:21]=[CH:22][C:23]=1[N:24]1[CH2:28][C:27](=[O:29])[N:26](CC[Si](C)(C)C)[S:25]1(=[O:37])=[O:36])[CH2:12][C:13]1[CH:20]=[CH:19][CH:18]=[CH:17][C:14]=1[C:15]#[N:16])[C:2]1[CH:7]=[CH:6][CH:5]=[CH:4][CH:3]=1.CCCC[N+](CCCC)(CCCC)CCCC.[F-], predict the reaction product. The product is: [CH2:1]([O:8][C:9]1[CH:10]=[C:11]([CH:21]=[CH:22][C:23]=1[N:24]1[CH2:28][C:27](=[O:29])[NH:26][S:25]1(=[O:37])=[O:36])[CH2:12][C:13]1[CH:20]=[CH:19][CH:18]=[CH:17][C:14]=1[C:15]#[N:16])[C:2]1[CH:7]=[CH:6][CH:5]=[CH:4][CH:3]=1. (3) Given the reactants C[C@@H](O)[C@H](NC([C@@H](NC([C@@H](NC([C@@H](NC([C@@H](NC([C@@H](N)CCCCN)=O)C(C)C)=O)C)=O)CC(NC1OC(CO)C([O:32][CH:33]2[O:38]C(CO)[CH:36]([O:41]C3OC(COC4OC(CO)C(O)C(O)C4[O:32][CH:33]4[O:38]C(CO)[CH:36]([O:41]C5OC(COC6(C([O-])=O)OC([C@H](O)[C@H](O)CO)C(NC(C)=O)C(O)C6)C(O)C(O)C5O)[CH:35](O)[CH:34]4[NH:166]C(C)=O)C(O)C(OC4OC(CO)C(O)C(O)C4[O:32][CH:33]4[O:38]C(CO)[CH:36]([O:41]C5OC(COC6(C([O-])=O)OC([C@H](O)[C@H](O)CO)C(NC(C)=O)C(O)C6)C(O)C(O)C5O)[CH:35](O)[CH:34]4[NH:166]C(C)=O)C3O)[CH:35](O)[CH:34]2[NH:166]C(C)=O)C(O)C1NC(C)=O)=O)=O)CCCCN)=O)C(O)=O.[Na+].[Na+].[N-:200]=[N+]=[N-].[Na+], predict the reaction product. The product is: [NH2:166][C@H:34]([C:33]([OH:38])=[O:32])[CH2:35][C:36](=[O:41])[NH2:200]. (4) Given the reactants [C:1]1([C@H:7]([NH2:9])[CH3:8])[CH:6]=[CH:5][CH:4]=[CH:3][CH:2]=1.C[Al](C)C.[F:14][C:15]1([F:22])[CH2:21][CH2:20][CH2:19][CH:18]2[CH:16]1[O:17]2.[F-].[Na+], predict the reaction product. The product is: [F:14][C:15]1([F:22])[CH2:21][CH2:20][CH2:19][C@H:18]([NH:9][C@@H:7]([C:1]2[CH:6]=[CH:5][CH:4]=[CH:3][CH:2]=2)[CH3:8])[C@H:16]1[OH:17]. (5) The product is: [F:1][C:2]1[CH:3]=[C:4]([NH:31][CH3:32])[CH:5]=[CH:6][C:7]=1[O:8][C:9]1[N:10]=[CH:11][C:12]([NH:15][C:16](=[O:30])[C:17]2[CH:18]=[CH:19][C:20]([O:23][C:24]3[CH:29]=[CH:28][CH:27]=[CH:26][CH:25]=3)=[CH:21][CH:22]=2)=[CH:13][CH:14]=1. Given the reactants [F:1][C:2]1[CH:3]=[C:4]([N:31](C)[C:32](=O)OC(C)(C)C)[CH:5]=[CH:6][C:7]=1[O:8][C:9]1[CH:14]=[CH:13][C:12]([NH:15][C:16](=[O:30])[C:17]2[CH:22]=[CH:21][C:20]([O:23][C:24]3[CH:29]=[CH:28][CH:27]=[CH:26][CH:25]=3)=[CH:19][CH:18]=2)=[CH:11][N:10]=1, predict the reaction product. (6) Given the reactants [Cl:1][C:2]1[CH:3]=[C:4]([C:23]2([C:27]([O:29]CC)=[O:28])[CH2:26][CH2:25][CH2:24]2)[CH:5]=[C:6]([C:14]2[CH:19]=[CH:18][C:17]([CH:20]([CH3:22])[CH3:21])=[CH:16][CH:15]=2)[C:7]=1[O:8][CH2:9][C:10]([F:13])([F:12])[F:11].O.[OH-].[Li+], predict the reaction product. The product is: [Cl:1][C:2]1[CH:3]=[C:4]([C:23]2([C:27]([OH:29])=[O:28])[CH2:26][CH2:25][CH2:24]2)[CH:5]=[C:6]([C:14]2[CH:19]=[CH:18][C:17]([CH:20]([CH3:22])[CH3:21])=[CH:16][CH:15]=2)[C:7]=1[O:8][CH2:9][C:10]([F:13])([F:12])[F:11]. (7) The product is: [CH3:14][O:13][C:11]1[C:12]2[CH2:2][C:3](=[O:15])[CH2:4][CH2:5][CH2:6][C:7]=2[CH:8]=[CH:9][CH:10]=1. Given the reactants N[CH2:2][C:3]1([OH:15])[C:12]2[C:7](=[CH:8][CH:9]=[CH:10][C:11]=2[O:13][CH3:14])[CH2:6][CH2:5][CH2:4]1.N([O-])=O.[Na+], predict the reaction product.